From a dataset of Forward reaction prediction with 1.9M reactions from USPTO patents (1976-2016). Predict the product of the given reaction. (1) The product is: [C:42]([O:19][CH2:18][C:14]1([CH2:16][O:17][C:16](=[O:17])[CH2:14][CH2:13][CH2:10][CH2:9][CH2:37][CH2:38][CH2:39][CH2:40][CH:41]=[CH2:36])[CH2:13][C:10]2=[CH:11][C:12]3[C:7]([C:8]([C:20](=[O:25])[C:21]([CH3:23])([CH3:22])[CH3:24])=[C:9]2[CH2:15]1)=[CH:6][CH:5]=[CH:4][C:3]=3[N:2]([CH3:1])[CH3:26])(=[O:54])[CH2:43][CH2:44][CH2:45][CH2:46][CH2:47][CH2:48][CH2:49][CH2:50][CH:51]=[CH2:52]. Given the reactants [CH3:1][N:2]([CH3:26])[C:3]1[CH:4]=[CH:5][CH:6]=[C:7]2[C:12]=1[CH:11]=[C:10]1[CH2:13][C:14]([CH2:18][OH:19])([CH2:16][OH:17])[CH2:15][C:9]1=[C:8]2[C:20](=[O:25])[C:21]([CH3:24])([CH3:23])[CH3:22].[CH2:36]1[CH2:41][CH2:40][CH:39](N=C=N[CH:36]2[CH2:41][CH2:40][CH2:39][CH2:38][CH2:37]2)[CH2:38][CH2:37]1.[C:42]([OH:54])(=O)[CH2:43][CH2:44][CH2:45][CH2:46][CH2:47][CH2:48][CH2:49][CH2:50][CH:51]=[CH2:52], predict the reaction product. (2) Given the reactants [I:1]Cl.[C:3]1([CH:10]=[CH:9][CH:8]=[C:6]([OH:7])[CH:5]=1)[OH:4].O.S([O-])([O-])=O.[Na+].[Na+], predict the reaction product. The product is: [I:1][C:8]1[CH:9]=[CH:10][C:3]([OH:4])=[CH:5][C:6]=1[OH:7].